From a dataset of Full USPTO retrosynthesis dataset with 1.9M reactions from patents (1976-2016). Predict the reactants needed to synthesize the given product. (1) Given the product [CH3:15][O:14][C:7]1[C:8]([CH2:22][C@@H:23]2[O:25][C@:24]2([CH2:27][CH2:28][CH2:29][C:30]([O:33][CH3:34])([CH3:32])[CH3:31])[CH3:26])([CH2:9][CH:10]=[C:11]([CH3:13])[CH3:12])[C:3]([O:2][CH3:1])=[CH:4][CH2:5][CH:6]=1, predict the reactants needed to synthesize it. The reactants are: [CH3:1][O:2][C:3]1[CH:8]([CH2:9][CH:10]=[C:11]([CH3:13])[CH3:12])[C:7]([O:14][CH3:15])=[CH:6][CH2:5][CH:4]=1.C([Li])(CC)C.Br[CH2:22][C@@H:23]1[O:25][C@:24]1([CH2:27][CH2:28][CH2:29][C:30]([O:33][CH3:34])([CH3:32])[CH3:31])[CH3:26]. (2) Given the product [CH3:9][O:8][C:6]1[C:5]([N+:10]([O-:12])=[O:11])=[CH:4][N:3]=[C:2]([C:14]2[S:13][CH:17]=[CH:16][CH:15]=2)[CH:7]=1, predict the reactants needed to synthesize it. The reactants are: Cl[C:2]1[CH:7]=[C:6]([O:8][CH3:9])[C:5]([N+:10]([O-:12])=[O:11])=[CH:4][N:3]=1.[S:13]1[CH:17]=[CH:16][CH:15]=[C:14]1B(O)O.C(=O)([O-])[O-].[Cs+].[Cs+]. (3) The reactants are: [OH:1][CH2:2][C@@H:3]([C@@H:5](/[CH:7]=[CH:8]/[CH2:9][CH2:10][CH2:11][CH2:12][CH2:13][CH2:14][CH2:15][CH2:16][CH2:17][CH2:18][CH2:19][CH2:20][CH3:21])[OH:6])[NH2:4].CCN=C=NCCCN(C)C.[C:33](O)(=[O:51])[CH2:34][CH2:35][CH2:36][CH2:37][CH2:38][CH2:39][CH2:40][CH2:41][CH2:42][CH2:43][CH2:44][CH2:45][CH2:46][CH2:47][CH2:48][CH2:49][CH3:50]. Given the product [C:33]([NH:4][C@H:3]([C@H:5]([OH:6])/[CH:7]=[CH:8]/[CH2:9][CH2:10][CH2:11][CH2:12][CH2:13][CH2:14][CH2:15][CH2:16][CH2:17][CH2:18][CH2:19][CH2:20][CH3:21])[CH2:2][OH:1])(=[O:51])[CH2:34][CH2:35][CH2:36][CH2:37][CH2:38][CH2:39][CH2:40][CH2:41][CH2:42][CH2:43][CH2:44][CH2:45][CH2:46][CH2:47][CH2:48][CH2:49][CH3:50], predict the reactants needed to synthesize it. (4) Given the product [CH3:15][O:16][C:17](=[O:30])[CH2:18][N:19]1[C:27]2[C:22](=[CH:23][C:24]([F:28])=[CH:25][CH:26]=2)[C:21]([CH2:46][C:42]2[S:43][CH:44]=[CH:45][C:41]=2[S:38]([C:35]2[CH:36]=[CH:37][C:32]([F:31])=[CH:33][CH:34]=2)(=[O:39])=[O:40])=[C:20]1[CH3:29], predict the reactants needed to synthesize it. The reactants are: C([SiH](CC)CC)C.FC(F)(F)C(O)=O.[CH3:15][O:16][C:17](=[O:30])[CH2:18][N:19]1[C:27]2[C:22](=[CH:23][C:24]([F:28])=[CH:25][CH:26]=2)[CH:21]=[C:20]1[CH3:29].[F:31][C:32]1[CH:37]=[CH:36][C:35]([S:38]([C:41]2[CH:45]=[CH:44][S:43][C:42]=2[CH:46]=O)(=[O:40])=[O:39])=[CH:34][CH:33]=1.